From a dataset of Catalyst prediction with 721,799 reactions and 888 catalyst types from USPTO. Predict which catalyst facilitates the given reaction. (1) Reactant: Cl[C:2]1[C:3]2[N:11]=[CH:10][CH:9]=[CH:8][C:4]=2[N:5]=[CH:6][N:7]=1.[NH2:12][C:13]1[CH:18]=[CH:17][CH:16]=[CH:15][CH:14]=1.C(N(CC)CC)C.[CH3:26][S:27]([OH:30])(=[O:29])=[O:28]. Product: [S:27]([OH:30])(=[O:29])(=[O:28])[CH3:26].[NH:12]([C:2]1[C:3]2[N:11]=[CH:10][CH:9]=[CH:8][C:4]=2[N:5]=[CH:6][N:7]=1)[C:13]1[CH:18]=[CH:17][CH:16]=[CH:15][CH:14]=1. The catalyst class is: 14. (2) Reactant: Br[C:2]1[S:3][C:4]([C:7]2[CH:8]=[CH:9][C:10]([F:15])=[C:11]([CH:14]=2)[C:12]#[N:13])=[CH:5][N:6]=1.[C:16]([Si:20]([CH3:41])([CH3:40])[O:21][CH:22]1[C:30]2[C:25](=[C:26](B3OC(C)(C)C(C)(C)O3)[CH:27]=[CH:28][CH:29]=2)[CH2:24][CH2:23]1)([CH3:19])([CH3:18])[CH3:17].C(=O)([O-])[O-].[Na+].[Na+]. Product: [Si:20]([O:21][CH:22]1[C:30]2[C:25](=[C:26]([C:2]3[S:3][C:4]([C:7]4[CH:8]=[CH:9][C:10]([F:15])=[C:11]([CH:14]=4)[C:12]#[N:13])=[CH:5][N:6]=3)[CH:27]=[CH:28][CH:29]=2)[CH2:24][CH2:23]1)([C:16]([CH3:19])([CH3:18])[CH3:17])([CH3:41])[CH3:40]. The catalyst class is: 70. (3) Reactant: C1(C(=[N:14][CH:15]([C@H:21]([CH3:29])[CH2:22][CH2:23][CH2:24][CH:25]([CH3:28])[CH:26]=[CH2:27])[C:16]([O:18][CH2:19][CH3:20])=[O:17])C2C=CC=CC=2)C=CC=CC=1.Cl. Product: [NH2:14][CH:15]([C@H:21]([CH3:29])[CH2:22][CH2:23][CH2:24][CH:25]([CH3:28])[CH:26]=[CH2:27])[C:16]([O:18][CH2:19][CH3:20])=[O:17]. The catalyst class is: 27. (4) Reactant: [H-].[Na+].[CH2:3]([N:10]1[CH2:15][CH2:14][N:13]([CH2:16][C:17]2[CH:22]=[CH:21][CH:20]=[CH:19][CH:18]=2)[CH2:12][CH:11]1[CH2:23][OH:24])[C:4]1[CH:9]=[CH:8][CH:7]=[CH:6][CH:5]=1.[CH3:25]I. Product: [CH2:3]([N:10]1[CH2:15][CH2:14][N:13]([CH2:16][C:17]2[CH:22]=[CH:21][CH:20]=[CH:19][CH:18]=2)[CH2:12][CH:11]1[CH2:23][O:24][CH3:25])[C:4]1[CH:5]=[CH:6][CH:7]=[CH:8][CH:9]=1. The catalyst class is: 215. (5) Reactant: C[O:2][C:3]([C:5]1[CH:10]=[C:9]([N:11]2[CH2:20][CH2:19][C:18]3[C:13](=[CH:14][CH:15]=[CH:16][CH:17]=3)[CH2:12]2)[N:8]=[C:7]([Cl:21])[N:6]=1)=[O:4].CO.ClCCl.[OH-].[Na+]. Product: [Cl:21][C:7]1[N:6]=[C:5]([C:3]([OH:4])=[O:2])[CH:10]=[C:9]([N:11]2[CH2:20][CH2:19][C:18]3[C:13](=[CH:14][CH:15]=[CH:16][CH:17]=3)[CH2:12]2)[N:8]=1. The catalyst class is: 1. (6) Reactant: [CH:1]([O:4][C:5]1[CH:9]=[C:8]([CH2:10][CH2:11][C:12]([O:14][CH2:15][CH3:16])=[O:13])[NH:7][N:6]=1)([CH3:3])[CH3:2].[H-].[Na+].[Cl:19][C:20]1[CH:25]=[CH:24][C:23]([CH2:26]Cl)=[C:22]([O:28][CH2:29][CH3:30])[CH:21]=1.Cl. Product: [Cl:19][C:20]1[CH:25]=[CH:24][C:23]([CH2:26][N:7]2[C:8]([CH2:10][CH2:11][C:12]([O:14][CH2:15][CH3:16])=[O:13])=[CH:9][C:5]([O:4][CH:1]([CH3:3])[CH3:2])=[N:6]2)=[C:22]([O:28][CH2:29][CH3:30])[CH:21]=1. The catalyst class is: 9. (7) Reactant: Cl[C:2]1[N:7]=[C:6]2[NH:8][N:9]=[C:10]([C:11]3[CH:16]=[CH:15][N:14]=[C:13]([S:17][CH3:18])[N:12]=3)[C:5]2=[CH:4][N:3]=1.[NH2:19][CH2:20][CH2:21][N:22]1[CH2:27][CH2:26][N:25]([C:28]([O:30][C:31]([CH3:34])([CH3:33])[CH3:32])=[O:29])[CH2:24][CH2:23]1.C(N(CC)CC)C. Product: [C:31]([O:30][C:28]([N:25]1[CH2:24][CH2:23][N:22]([CH2:21][CH2:20][NH:19][C:2]2[N:7]=[C:6]3[NH:8][N:9]=[C:10]([C:11]4[CH:16]=[CH:15][N:14]=[C:13]([S:17][CH3:18])[N:12]=4)[C:5]3=[CH:4][N:3]=2)[CH2:27][CH2:26]1)=[O:29])([CH3:34])([CH3:33])[CH3:32]. The catalyst class is: 41. (8) Reactant: [OH:1][C:2]12[CH2:11][CH:6]3[CH2:7][CH:8]([CH2:10][C:4]([CH2:12][O:13][C:14]([C:16]([F:22])([F:21])[S:17]([O-:20])(=[O:19])=[O:18])=[O:15])([CH2:5]3)[CH2:3]1)[CH2:9]2.[C:23]1([S+:29]([C:36]2[CH:41]=[CH:40][CH:39]=[CH:38][CH:37]=2)[C:30]2[CH:35]=[CH:34][CH:33]=[CH:32][CH:31]=2)[CH:28]=[CH:27][CH:26]=[CH:25][CH:24]=1.CN1CCCC1.[CH3:48][C:49]([C:51](Cl)=[O:52])=[CH2:50].COC(C)(C)C. Product: [C:51]([O:1][C:2]12[CH2:11][CH:6]3[CH2:7][CH:8]([CH2:10][C:4]([CH2:12][O:13][C:14]([C:16]([F:22])([F:21])[S:17]([O-:20])(=[O:18])=[O:19])=[O:15])([CH2:5]3)[CH2:3]1)[CH2:9]2)(=[O:52])[C:49]([CH3:50])=[CH2:48].[C:36]1([S+:29]([C:23]2[CH:24]=[CH:25][CH:26]=[CH:27][CH:28]=2)[C:30]2[CH:35]=[CH:34][CH:33]=[CH:32][CH:31]=2)[CH:37]=[CH:38][CH:39]=[CH:40][CH:41]=1. The catalyst class is: 22.